From a dataset of Retrosynthesis with 50K atom-mapped reactions and 10 reaction types from USPTO. Predict the reactants needed to synthesize the given product. (1) Given the product CN([C@H]1CC[C@H](OCCCCBr)CC1)S(=O)(=O)c1ccc(F)cc1F, predict the reactants needed to synthesize it. The reactants are: CN[C@H]1CC[C@H](OCCCCBr)CC1.O=S(=O)(Cl)c1ccc(F)cc1F. (2) Given the product COc1cnc(C(=O)O)c(OCc2ccccc2)c1OC, predict the reactants needed to synthesize it. The reactants are: COC(=O)c1ncc(OC)c(OC)c1OCc1ccccc1. (3) Given the product Cc1ccc(C(=O)Nc2ccc3c(c2)CCN3C(=O)Cc2ccccn2)c(N2CCCCC2)n1, predict the reactants needed to synthesize it. The reactants are: Cc1ccc(C(=O)Nc2ccc3c(c2)CCN3)c(N2CCCCC2)n1.O=C(O)Cc1ccccn1. (4) Given the product Cn1cc(-c2ccc3nc(NC(=O)c4ccc(C(C)(C)O)cc4)sc3n2)cn1, predict the reactants needed to synthesize it. The reactants are: CC(C)(O)c1ccc(C(=O)Nc2nc3ccc(Br)nc3s2)cc1.Cn1cc(B2OC(C)(C)C(C)(C)O2)cn1. (5) Given the product COC(=O)c1ccccc1SCC#N, predict the reactants needed to synthesize it. The reactants are: COC(=O)c1ccccc1S.N#CCCl. (6) The reactants are: Clc1nnc(Cl)c2c1CCC2.Fc1ccc(C[Zn+])cc1. Given the product Fc1ccc(Cc2nnc(Cl)c3c2CCC3)cc1, predict the reactants needed to synthesize it. (7) Given the product OCC1CNCCO1, predict the reactants needed to synthesize it. The reactants are: CC(C)(C)OC(=O)N1CCOC(CO)C1.